This data is from Reaction yield outcomes from USPTO patents with 853,638 reactions. The task is: Predict the reaction yield, written as a fraction of the theoretical maximum amount of product (1.0 means a 100% yield; for example, 0.34 means a 34% yield). (1) The reactants are [C:1]([C:3]1[CH:8]=[CH:7][CH:6]=[CH:5][C:4]=1[C:9]1[CH:14]=[CH:13][C:12]([CH2:15][CH:16]([C:22](=O)[CH2:23][CH2:24][CH3:25])[C:17](OCC)=[O:18])=[C:11]([F:27])[CH:10]=1)#[N:2].[O:28]1[CH2:33][CH2:32][CH2:31][CH:30]([NH:34][C:35]2[NH:39][CH:38]=[N:37][N:36]=2)[CH2:29]1. No catalyst specified. The product is [F:27][C:11]1[CH:10]=[C:9]([C:4]2[C:3]([C:1]#[N:2])=[CH:8][CH:7]=[CH:6][CH:5]=2)[CH:14]=[CH:13][C:12]=1[CH2:15][C:16]1[C:17](=[O:18])[N:34]([CH:30]2[CH2:31][CH2:32][CH2:33][O:28][CH2:29]2)[C:35]2[N:36]([N:37]=[CH:38][N:39]=2)[C:22]=1[CH2:23][CH2:24][CH3:25]. The yield is 0.600. (2) The reactants are [CH3:1][NH:2][CH3:3].[CH2:4]=O.[N+:6]([C:9]1[CH:17]=[C:16]2[C:12]([CH:13]=[CH:14][NH:15]2)=[CH:11][CH:10]=1)([O-:8])=[O:7].[OH-].[Na+]. The catalyst is C(O)(=O)C. The product is [CH3:1][N:2]([CH3:4])[CH2:3][C:13]1[C:12]2[C:16](=[CH:17][C:9]([N+:6]([O-:8])=[O:7])=[CH:10][CH:11]=2)[NH:15][CH:14]=1. The yield is 0.870. (3) The reactants are [NH:1]([C:8]1[N:9]([C:21]2[CH:26]=[CH:25][CH:24]=[CH:23][CH:22]=2)[C:10]2[C:15]([C:16](=[O:18])[CH:17]=1)=[C:14](Cl)[N:13]=[C:12]([CH3:20])[CH:11]=2)[C:2]1[CH:7]=[CH:6][CH:5]=[CH:4][CH:3]=1.Cl.[CH2:28]([O:30][C:31](=[O:34])[CH2:32][NH2:33])[CH3:29]. The catalyst is CCO. The product is [NH:1]([C:8]1[N:9]([C:21]2[CH:26]=[CH:25][CH:24]=[CH:23][CH:22]=2)[C:10]2[C:15]([C:16](=[O:18])[CH:17]=1)=[C:14]([NH:33][CH2:32][C:31]([O:30][CH2:28][CH3:29])=[O:34])[N:13]=[C:12]([CH3:20])[CH:11]=2)[C:2]1[CH:7]=[CH:6][CH:5]=[CH:4][CH:3]=1. The yield is 0.460. (4) The product is [O:3]=[C:4]1[C:13]2[C:8](=[CH:9][CH:10]=[C:11]([C:14]([OH:16])=[O:15])[CH:12]=2)[O:7][CH:6]=[CH:5]1. The yield is 0.830. The reactants are [OH-].[Na+].[O:3]=[C:4]1[C:13]2[C:8](=[CH:9][CH:10]=[C:11]([C:14]([O-:16])=[O:15])[CH:12]=2)[O:7][CH:6]=[CH:5]1. The catalyst is CO.